From a dataset of Forward reaction prediction with 1.9M reactions from USPTO patents (1976-2016). Predict the product of the given reaction. (1) Given the reactants [OH:1][C:2]1([C:8]([O:10][CH2:11][CH3:12])=[O:9])[CH2:7][CH2:6][NH:5][CH2:4][CH2:3]1.CCN(C(C)C)C(C)C.[Br:22][C:23]1[CH:24]=[N:25][C:26](Cl)=[N:27][CH:28]=1.O, predict the reaction product. The product is: [Br:22][C:23]1[CH:24]=[N:25][C:26]([N:5]2[CH2:4][CH2:3][C:2]([OH:1])([C:8]([O:10][CH2:11][CH3:12])=[O:9])[CH2:7][CH2:6]2)=[N:27][CH:28]=1. (2) Given the reactants C([O:4][CH:5]1[C:9]2=[N:10][CH:11]=[C:12]([NH:29][C:30]([C:32]3[CH:37]=[CH:36][C:35]([F:38])=[C:34]([C:39]4[C:44]([F:45])=[CH:43][C:42]([S:46]([CH3:48])=[O:47])=[CH:41][C:40]=4[F:49])[N:33]=3)=[O:31])[C:13]([N:14]3[CH2:19][C@H:18]([CH3:20])[CH2:17][C@H:16]([NH:21]C(OC(C)(C)C)=O)[CH2:15]3)=[C:8]2[CH2:7][CH2:6]1)(=O)C.[OH-].[Na+].C(O)(C(F)(F)F)=O, predict the reaction product. The product is: [NH2:21][C@H:16]1[CH2:17][C@@H:18]([CH3:20])[CH2:19][N:14]([C:13]2[C:12]([NH:29][C:30]([C:32]3[CH:37]=[CH:36][C:35]([F:38])=[C:34]([C:39]4[C:40]([F:49])=[CH:41][C:42]([S:46]([CH3:48])=[O:47])=[CH:43][C:44]=4[F:45])[N:33]=3)=[O:31])=[CH:11][N:10]=[C:9]3[CH:5]([OH:4])[CH2:6][CH2:7][C:8]=23)[CH2:15]1. (3) Given the reactants [Cl:1][C:2]1[C:11]2[C:6](=[CH:7][CH:8]=[CH:9][CH:10]=2)[C:5]([C:12]2[C:21]3[C:16](=[CH:17][CH:18]=[C:19]([O:22][CH3:23])[CH:20]=3)[CH:15]=[CH:14][C:13]=2[OH:24])=[N:4][N:3]=1.N1C=CC=CC=1.[F:31][C:32]([F:45])([F:44])[S:33](O[S:33]([C:32]([F:45])([F:44])[F:31])(=[O:35])=[O:34])(=[O:35])=[O:34], predict the reaction product. The product is: [Cl:1][C:2]1[C:11]2[C:6](=[CH:7][CH:8]=[CH:9][CH:10]=2)[C:5]([C:12]2[C:21]3[C:16](=[CH:17][CH:18]=[C:19]([O:22][CH3:23])[CH:20]=3)[CH:15]=[CH:14][C:13]=2[O:24][S:33]([C:32]([F:45])([F:44])[F:31])(=[O:35])=[O:34])=[N:4][N:3]=1. (4) Given the reactants Cl.[Br:2][CH2:3][CH2:4][CH2:5][NH2:6].[C:7](O[C:7]([O:9][C:10]([CH3:13])([CH3:12])[CH3:11])=[O:8])([O:9][C:10]([CH3:13])([CH3:12])[CH3:11])=[O:8].[OH-].[Na+].O, predict the reaction product. The product is: [C:10]([O:9][C:7](=[O:8])[NH:6][CH2:5][CH2:4][CH2:3][Br:2])([CH3:13])([CH3:12])[CH3:11]. (5) Given the reactants [CH3:1][Si:2]([CH3:16])([CH3:15])[CH2:3][CH2:4][O:5][CH2:6][N:7]1[CH:11]=[C:10]([C:12](=[O:14])[CH3:13])[CH:9]=[N:8]1.[BH4-].[Na+].C(OCC)(=O)C, predict the reaction product. The product is: [CH3:15][Si:2]([CH3:1])([CH3:16])[CH2:3][CH2:4][O:5][CH2:6][N:7]1[CH:11]=[C:10]([CH:12]([OH:14])[CH3:13])[CH:9]=[N:8]1. (6) Given the reactants O=S(Cl)[Cl:3].[NH2:5][C@H:6]([CH2:11][CH3:12])[CH2:7][C:8]([OH:10])=[O:9].[CH3:13]O, predict the reaction product. The product is: [ClH:3].[NH2:5][C@H:6]([CH2:11][CH3:12])[CH2:7][C:8]([O:10][CH3:13])=[O:9].